From a dataset of Retrosynthesis with 50K atom-mapped reactions and 10 reaction types from USPTO. Predict the reactants needed to synthesize the given product. (1) Given the product CCN(CC)CCOc1ccc([N+](=O)[O-])cc1, predict the reactants needed to synthesize it. The reactants are: CCN(CC)CCO.O=[N+]([O-])c1ccc(F)cc1. (2) Given the product CSCOCc1cccc2ccccc12, predict the reactants needed to synthesize it. The reactants are: CSCCl.OCc1cccc2ccccc12. (3) Given the product CC(C)c1cc(C#N)cc2nc(-c3ccc(C(=O)N4CCC5(CCNCC5)C4)cc3)oc12, predict the reactants needed to synthesize it. The reactants are: CC(C)c1cc(C#N)cc2nc(-c3ccc(C(=O)N4CCC5(CCN(C(=O)OC(C)(C)C)CC5)C4)cc3)oc12.